Dataset: Reaction yield outcomes from USPTO patents with 853,638 reactions. Task: Predict the reaction yield, written as a fraction of the theoretical maximum amount of product (1.0 means a 100% yield; for example, 0.34 means a 34% yield). (1) The reactants are [CH3:1][CH:2]([N:4]1[C:8]([C:9]2[N:10]=[C:11]3[N:21]([CH:22]=2)[CH2:20][CH2:19][O:18][C:17]2[C:12]3=[CH:13][C:14]([CH:23]=O)=[CH:15][CH:16]=2)=[N:7][CH:6]=[N:5]1)[CH3:3].[C:25]([N:29]1[CH2:34][CH2:33][NH:32][CH2:31][CH2:30]1)([CH3:28])([CH3:27])[CH3:26].[BH3-]C#N.[Na+]. The catalyst is CCO. The product is [C:25]([N:29]1[CH2:34][CH2:33][N:32]([CH2:23][C:14]2[CH:15]=[CH:16][C:17]3[O:18][CH2:19][CH2:20][N:21]4[CH:22]=[C:9]([C:8]5[N:4]([CH:2]([CH3:1])[CH3:3])[N:5]=[CH:6][N:7]=5)[N:10]=[C:11]4[C:12]=3[CH:13]=2)[CH2:31][CH2:30]1)([CH3:28])([CH3:27])[CH3:26]. The yield is 0.250. (2) The yield is 0.180. The reactants are C([Mg]Cl)(C)C.Br[C:7]1[CH:12]=[CH:11][C:10]([CH3:13])=[CH:9][N:8]=1.[F:14][C:15]1[CH:22]=[CH:21][C:20]([F:23])=[CH:19][C:16]=1[CH:17]=[O:18].[Cl-].[NH4+]. The catalyst is O1CCCC1. The product is [F:14][C:15]1[CH:22]=[CH:21][C:20]([F:23])=[CH:19][C:16]=1[CH:17]([OH:18])[C:7]1[CH:12]=[CH:11][C:10]([CH3:13])=[CH:9][N:8]=1. (3) The yield is 0.660. The reactants are Cl.[CH3:2][NH:3][CH2:4][C:5]1[CH:13]=[CH:12][CH:11]=[C:10]2[C:6]=1[CH2:7][N:8]([CH:15]1[CH2:20][CH2:19][C:18](=[O:21])[NH:17][C:16]1=[O:22])[C:9]2=[O:14].[F:23][C:24]([F:35])([F:34])[C:25]1[CH:30]=[CH:29][CH:28]=[C:27]([N:31]=[C:32]=[O:33])[CH:26]=1.C(N(C(C)C)CC)(C)C. The product is [O:22]=[C:16]1[CH:15]([N:8]2[CH2:7][C:6]3[C:10](=[CH:11][CH:12]=[CH:13][C:5]=3[CH2:4][N:3]([CH3:2])[C:32]([NH:31][C:27]3[CH:28]=[CH:29][CH:30]=[C:25]([C:24]([F:34])([F:35])[F:23])[CH:26]=3)=[O:33])[C:9]2=[O:14])[CH2:20][CH2:19][C:18](=[O:21])[NH:17]1. The catalyst is C(Cl)Cl.